This data is from Reaction yield outcomes from USPTO patents with 853,638 reactions. The task is: Predict the reaction yield, written as a fraction of the theoretical maximum amount of product (1.0 means a 100% yield; for example, 0.34 means a 34% yield). The reactants are [OH-].[Na+].Cl.[CH2:4]([O:11][NH2:12])[C:5]1[CH:10]=[CH:9][CH:8]=[CH:7][CH:6]=1.[CH2:13]=O. The catalyst is O.C1(C)C=CC=CC=1. The product is [CH2:4]([O:11][N:12]=[CH2:13])[C:5]1[CH:10]=[CH:9][CH:8]=[CH:7][CH:6]=1. The yield is 0.980.